This data is from Reaction yield outcomes from USPTO patents with 853,638 reactions. The task is: Predict the reaction yield, written as a fraction of the theoretical maximum amount of product (1.0 means a 100% yield; for example, 0.34 means a 34% yield). (1) The reactants are [CH3:1][C:2]1([C:11]#[C:12][Si](C)(C)C)[CH2:7][CH2:6][C:5](=[O:8])[C:4]([C:9]#[N:10])=[CH:3]1.[F-].C([N+](CCCC)(CCCC)CCCC)CCC. The catalyst is C1COCC1.C(Cl)Cl.CCOCC. The product is [C:11]([C:2]1([CH3:1])[CH2:7][CH2:6][C:5](=[O:8])[C:4]([C:9]#[N:10])=[CH:3]1)#[CH:12]. The yield is 0.500. (2) The reactants are [CH3:1][C:2]1[C:10]2[C:5](=[C:6]([OH:16])[CH:7]=[C:8]([C:11]([O:13][CH2:14][CH3:15])=[O:12])[CH:9]=2)[NH:4][N:3]=1.[H-].[Na+].I[CH2:20]C. The catalyst is CN(C=O)C.CCOC(C)=O. The product is [CH3:20][O:16][C:6]1[CH:7]=[C:8]([C:11]([O:13][CH2:14][CH3:15])=[O:12])[CH:9]=[C:10]2[C:5]=1[NH:4][N:3]=[C:2]2[CH3:1]. The yield is 0.550. (3) The reactants are Br[CH2:2][C:3]1[N:8]=[C:7]([C:9]([O:11][CH3:12])=[O:10])[CH:6]=[CH:5][CH:4]=1.[F:13][C:14]1[CH:15]=[C:16](B(O)O)[CH:17]=[CH:18][CH:19]=1.C(=O)([O-])[O-].[Na+].[Na+].O. The catalyst is C(OCC)(=O)C.C1C=CC([P]([Pd]([P](C2C=CC=CC=2)(C2C=CC=CC=2)C2C=CC=CC=2)([P](C2C=CC=CC=2)(C2C=CC=CC=2)C2C=CC=CC=2)[P](C2C=CC=CC=2)(C2C=CC=CC=2)C2C=CC=CC=2)(C2C=CC=CC=2)C2C=CC=CC=2)=CC=1.COCCOC. The product is [F:13][C:14]1[CH:19]=[C:18]([CH:17]=[CH:16][CH:15]=1)[CH2:2][C:3]1[N:8]=[C:7]([C:9]([O:11][CH3:12])=[O:10])[CH:6]=[CH:5][CH:4]=1. The yield is 0.190. (4) The reactants are C([O:3][C:4]([C:6]1[O:7][C:8]2[CH:14]=[C:13]([C:15]([C:20]3[CH:25]=[CH:24][C:23]([O:26][CH2:27][C:28](=[O:33])[C:29]([CH3:32])([CH3:31])[CH3:30])=[C:22]([CH3:34])[CH:21]=3)([CH2:18][CH3:19])[CH2:16][CH3:17])[CH:12]=[CH:11][C:9]=2[CH:10]=1)=[O:5])C.[OH-].[Na+].CO. The catalyst is C1COCC1. The product is [CH3:32][C:29]([CH3:30])([CH3:31])[C:28](=[O:33])[CH2:27][O:26][C:23]1[CH:24]=[CH:25][C:20]([C:15]([C:13]2[CH:12]=[CH:11][C:9]3[CH:10]=[C:6]([C:4]([OH:5])=[O:3])[O:7][C:8]=3[CH:14]=2)([CH2:18][CH3:19])[CH2:16][CH3:17])=[CH:21][C:22]=1[CH3:34]. The yield is 0.960. (5) The reactants are [F:1][C:2]1[CH:7]=[CH:6][C:5]([CH2:8][C:9]#[N:10])=[CH:4][CH:3]=1.[C:11](OCC)(=[O:13])[CH3:12].[O-]CC.[Na+].[Na]. The catalyst is C(O)C. The product is [F:1][C:2]1[CH:7]=[CH:6][C:5]([CH:8]([C:11](=[O:13])[CH3:12])[C:9]#[N:10])=[CH:4][CH:3]=1. The yield is 0.290.